Task: Predict which catalyst facilitates the given reaction.. Dataset: Catalyst prediction with 721,799 reactions and 888 catalyst types from USPTO (1) Reactant: O[N:2]=[C:3]([C:5]1[C:13]2[C:8](=[CH:9][CH:10]=[C:11]([C:14]([F:17])([F:16])[F:15])[CH:12]=2)[N:7]([CH3:18])[CH:6]=1)[CH3:4].[OH-].[NH4+].[H][H]. Product: [CH3:18][N:7]1[C:8]2[C:13](=[CH:12][C:11]([C:14]([F:15])([F:16])[F:17])=[CH:10][CH:9]=2)[C:5]([CH:3]([NH2:2])[CH3:4])=[CH:6]1. The catalyst class is: 470. (2) Reactant: C(=O)([O-])[O-].[Na+].[Na+].[NH:7]1[CH:11]=[C:10](B(O)O)[CH:9]=[N:8]1.FC(F)(F)S(O[C:21]1[CH:22]=[CH:23][C:24]2[N:30]3[C:31]([CH3:34])=[N:32][N:33]=[C:29]3[C@H:28]([CH2:35][C:36]([NH:38][CH2:39][CH3:40])=[O:37])[N:27]=[C:26]([C:41]3[CH:46]=[CH:45][C:44]([Cl:47])=[CH:43][CH:42]=3)[C:25]=2[CH:48]=1)(=O)=O.C(OCC)(=O)C. Product: [Cl:47][C:44]1[CH:43]=[CH:42][C:41]([C:26]2[C:25]3[CH:48]=[C:21]([C:10]4[CH:9]=[N:8][NH:7][CH:11]=4)[CH:22]=[CH:23][C:24]=3[N:30]3[C:31]([CH3:34])=[N:32][N:33]=[C:29]3[C@H:28]([CH2:35][C:36]([NH:38][CH2:39][CH3:40])=[O:37])[N:27]=2)=[CH:46][CH:45]=1. The catalyst class is: 600. (3) Reactant: [NH2:1][C@@H:2]([CH2:13][NH2:14])[CH2:3][CH2:4][CH2:5][C:6]1[CH:11]=[CH:10][C:9]([OH:12])=[CH:8][CH:7]=1.[NH2:15][C:16]1[C:17]([C:24]([NH:26][C:27](=N)SC)=[O:25])=[N:18][C:19]([Cl:23])=[C:20]([NH2:22])[N:21]=1. Product: [OH:12][C:9]1[CH:8]=[CH:7][C:6]([CH2:5][CH2:4][CH2:3][C@@H:2]2[CH2:13][NH:14]/[C:27](=[N:26]\[C:24]([C:17]3[C:16]([NH2:15])=[N:21][C:20]([NH2:22])=[C:19]([Cl:23])[N:18]=3)=[O:25])/[NH:1]2)=[CH:11][CH:10]=1. The catalyst class is: 41.